Dataset: Full USPTO retrosynthesis dataset with 1.9M reactions from patents (1976-2016). Task: Predict the reactants needed to synthesize the given product. Given the product [CH:19]([C:22]1[C:26]2[N:27]=[C:28]([CH2:32][C:33]3[CH:43]=[CH:42][CH:41]=[CH:40][C:34]=3[O:35][CH2:36][C:37]([N:44]3[CH2:49][CH2:48][O:47][CH2:46][CH2:45]3)=[O:39])[NH:29][C:30](=[O:31])[C:25]=2[NH:24][N:23]=1)([CH3:21])[CH3:20], predict the reactants needed to synthesize it. The reactants are: CCCP1(OP(CCC)(=O)OP(CCC)(=O)O1)=O.[CH:19]([C:22]1[C:26]2[N:27]=[C:28]([CH2:32][C:33]3[CH:43]=[CH:42][CH:41]=[CH:40][C:34]=3[O:35][CH2:36][C:37]([OH:39])=O)[NH:29][C:30](=[O:31])[C:25]=2[NH:24][N:23]=1)([CH3:21])[CH3:20].[NH:44]1[CH2:49][CH2:48][O:47][CH2:46][CH2:45]1.